Dataset: TCR-epitope binding with 47,182 pairs between 192 epitopes and 23,139 TCRs. Task: Binary Classification. Given a T-cell receptor sequence (or CDR3 region) and an epitope sequence, predict whether binding occurs between them. (1) The epitope is CINGVCWTV. The TCR CDR3 sequence is CSVVTDGNTIYF. Result: 0 (the TCR does not bind to the epitope). (2) The epitope is LLFGYPVYV. The TCR CDR3 sequence is CSVNGYDRDTEAFF. Result: 0 (the TCR does not bind to the epitope). (3) The epitope is RQLLFVVEV. The TCR CDR3 sequence is CASSQGASFDTQYF. Result: 1 (the TCR binds to the epitope). (4) The epitope is HPVGEADYFEY. The TCR CDR3 sequence is CASSLDRAGDTQYF. Result: 0 (the TCR does not bind to the epitope). (5) The epitope is SSNVANYQK. The TCR CDR3 sequence is CATSRDKGTDTQYF. Result: 0 (the TCR does not bind to the epitope). (6) The epitope is LPAADLDDF. The TCR CDR3 sequence is CASSLASLNTEAFF. Result: 1 (the TCR binds to the epitope). (7) The epitope is GILGFVFTL. Result: 1 (the TCR binds to the epitope). The TCR CDR3 sequence is CASSTDTNEQFF. (8) The TCR CDR3 sequence is CASSQEGGDYGYTF. Result: 1 (the TCR binds to the epitope). The epitope is YYRRATRRIR.